From a dataset of Reaction yield outcomes from USPTO patents with 853,638 reactions. Predict the reaction yield, written as a fraction of the theoretical maximum amount of product (1.0 means a 100% yield; for example, 0.34 means a 34% yield). (1) The reactants are [OH:1][C:2]1[CH:3]=[CH:4][C:5]2[N:9]=[C:8]([CH2:10][O:11][C:12]3[CH:13]=[C:14]([CH:19]=[CH:20][CH:21]=3)[C:15]([O:17][CH3:18])=[O:16])[N:7]([CH3:22])[C:6]=2[CH:23]=1.[Cl:24][C:25]1[C:26](F)=[N:27][CH:28]=[CH:29][CH:30]=1.N1C2C(=CC=C3C=2N=CC=C3)C=CC=1.C(=O)([O-])[O-].[Cs+].[Cs+].[Cl-].[NH4+]. The catalyst is CN(C=O)C.[Cu](I)I. The product is [Cl:24][C:25]1[C:26]([O:1][C:2]2[CH:3]=[CH:4][C:5]3[N:9]=[C:8]([CH2:10][O:11][C:12]4[CH:13]=[C:14]([CH:19]=[CH:20][CH:21]=4)[C:15]([O:17][CH3:18])=[O:16])[N:7]([CH3:22])[C:6]=3[CH:23]=2)=[N:27][CH:28]=[CH:29][CH:30]=1. The yield is 0.580. (2) The reactants are [NH2:1][C:2]1[CH:7]=[CH:6][CH:5]=[CH:4][CH:3]=1.[O:8]1[C:16](=[O:17])[CH2:15][CH2:14][CH2:13][CH2:12][CH2:11][CH2:10][C:9]1=[O:18]. The catalyst is C1COCC1.O. The product is [C:2]1([NH:1][C:16]([CH2:15][CH2:14][CH2:13][CH2:12][CH2:11][CH2:10][C:9]([OH:18])=[O:8])=[O:17])[CH:7]=[CH:6][CH:5]=[CH:4][CH:3]=1. The yield is 0.110. (3) The reactants are [N+:1]([C:4]1([NH:12][C:13]2[CH:18]=[CH:17][CH:16]=[CH:15][C:14]=2[CH3:19])[CH:11]=[CH:10][CH:9]=[CH:8][CH:5]1[C:6]#[N:7])([O-])=O.S(S([O-])=O)([O-])=O.[Na+].[Na+]. The catalyst is C(O)C.O. The product is [NH2:1][C:4]1([NH:12][C:13]2[CH:18]=[CH:17][CH:16]=[CH:15][C:14]=2[CH3:19])[CH:11]=[CH:10][CH:9]=[CH:8][CH:5]1[C:6]#[N:7]. The yield is 0.490. (4) The reactants are [OH-:1].[Na+].[CH3:3][O:4][CH2:5][CH2:6][O:7][CH2:8][O:9][C:10]1[C:15]([C:16]2[CH:21]=[CH:20][CH:19]=[CH:18][CH:17]=2)=[CH:14][C:13]([CH:22]=[O:23])=[CH:12][C:11]=1[C:24]1[CH:29]=[CH:28][CH:27]=[CH:26][CH:25]=1. The catalyst is O.C1COCC1.[Ag-]=O. The product is [CH3:3][O:4][CH2:5][CH2:6][O:7][CH2:8][O:9][C:10]1[C:11]([C:24]2[CH:25]=[CH:26][CH:27]=[CH:28][CH:29]=2)=[CH:12][C:13]([C:22]([OH:1])=[O:23])=[CH:14][C:15]=1[C:16]1[CH:21]=[CH:20][CH:19]=[CH:18][CH:17]=1. The yield is 0.930. (5) The reactants are [N:1](/[C:4](=[CH:9]\[C:10]1[CH:15]=[CH:14][C:13]([O:16][CH2:17][C:18]2[CH:23]=[CH:22][CH:21]=[CH:20][CH:19]=2)=[C:12]([N+:24]([O-:26])=[O:25])[CH:11]=1)/[C:5]([O:7][CH3:8])=[O:6])=[N+]=[N-]. The catalyst is C1(C)C(C)=CC=CC=1. The product is [CH2:17]([O:16][C:13]1[CH:14]=[C:15]2[C:10]([CH:9]=[C:4]([C:5]([O:7][CH3:8])=[O:6])[NH:1]2)=[CH:11][C:12]=1[N+:24]([O-:26])=[O:25])[C:18]1[CH:23]=[CH:22][CH:21]=[CH:20][CH:19]=1. The yield is 0.150. (6) The product is [F:28][C:29]1[C:34]([C:2]2[N:7]=[C:6]([CH3:8])[N:5]=[C:4]([N:9]([CH2:19][C:20]3[CH:25]=[CH:24][C:23]([O:26][CH3:27])=[CH:22][CH:21]=3)[CH2:10][C:11]3[CH:16]=[CH:15][C:14]([O:17][CH3:18])=[CH:13][CH:12]=3)[N:3]=2)=[CH:33][C:32]([CH2:38][N:39]2[CH2:44][CH2:43][O:42][CH2:41][CH2:40]2)=[CH:31][N:30]=1. The reactants are Cl[C:2]1[N:7]=[C:6]([CH3:8])[N:5]=[C:4]([N:9]([CH2:19][C:20]2[CH:25]=[CH:24][C:23]([O:26][CH3:27])=[CH:22][CH:21]=2)[CH2:10][C:11]2[CH:16]=[CH:15][C:14]([O:17][CH3:18])=[CH:13][CH:12]=2)[N:3]=1.[F:28][C:29]1[C:34](B(O)O)=[CH:33][C:32]([CH2:38][N:39]2[CH2:44][CH2:43][O:42][CH2:41][CH2:40]2)=[CH:31][N:30]=1.C([O-])(=O)C.[K+].O. The catalyst is O1CCOCC1.C(=O)(O)[O-].[Na+]. The yield is 0.230. (7) The reactants are [H-].[Na+].CN(C)C=O.[NH:8]1[CH:12]=[CH:11][N:10]=[C:9]1[CH:13]=[O:14].[CH3:15][Si:16]([CH3:23])([CH3:22])[CH2:17][CH2:18][O:19][CH2:20]Cl. The catalyst is CCCCCC. The product is [CH3:15][Si:16]([CH3:23])([CH3:22])[CH2:17][CH2:18][O:19][CH2:20][N:8]1[CH:12]=[CH:11][N:10]=[C:9]1[CH:13]=[O:14]. The yield is 0.980. (8) The reactants are [CH:1]1([C:6]2[C:14]3[O:13][C:12]4[CH:15]=[CH:16][C:17]([C:19]#[N:20])=[CH:18][C:11]=4[C:10]=3[CH:9]=[CH:8][C:7]=2[O:21]C)[CH2:5][CH2:4][CH2:3][CH2:2]1.B(Br)(Br)Br.O. The catalyst is ClCCl. The product is [CH:1]1([C:6]2[C:14]3[O:13][C:12]4[CH:15]=[CH:16][C:17]([C:19]#[N:20])=[CH:18][C:11]=4[C:10]=3[CH:9]=[CH:8][C:7]=2[OH:21])[CH2:2][CH2:3][CH2:4][CH2:5]1. The yield is 0.880.